From a dataset of HIV replication inhibition screening data with 41,000+ compounds from the AIDS Antiviral Screen. Binary Classification. Given a drug SMILES string, predict its activity (active/inactive) in a high-throughput screening assay against a specified biological target. (1) The molecule is CS(=O)(=O)OC1CCC2(C#N)CCC1C2=O. The result is 0 (inactive). (2) The molecule is O=c1c(-c2ccc(O)c(O)c2)coc2cc(O)c(O)cc12. The result is 0 (inactive). (3) The compound is CC(C)C1OCC(CO)CO1. The result is 0 (inactive). (4) The compound is CCOC(=O)CCC(NC(=O)c1ccc(Oc2nc3ccc(C(F)(F)F)cc3nc2-c2ccccc2)cc1)C(=O)OCC. The result is 0 (inactive). (5) The compound is CC(=NNC(=S)Nc1ccccc1C)c1cccc(C(C)=NNC(=S)Nc2ccccc2C)n1. The result is 0 (inactive). (6) The compound is O=[N+]([O-])c1ccc(NN=C(c2ccccc2)c2ccccc2)c([N+](=O)[O-])c1. The result is 0 (inactive). (7) The result is 0 (inactive). The drug is CC(=O)C1C(OCc2ccccc2)O[N+](=O)[C-](C)C1c1ccccc1. (8) The molecule is Oc1nc(Nc2ccc(Cl)cc2)nc2[nH]cnc12. The result is 0 (inactive). (9) The drug is CCOC(=O)c1c(C)nc(S)c(C#N)c1-c1ccc(Cl)cc1. The result is 0 (inactive). (10) The molecule is O=C1c2ccccc2-c2nnc3c(c21)-c1ccccc1C3. The result is 0 (inactive).